Predict the reaction yield, written as a fraction of the theoretical maximum amount of product (1.0 means a 100% yield; for example, 0.34 means a 34% yield). From a dataset of Reaction yield outcomes from USPTO patents with 853,638 reactions. (1) The reactants are C([O:8][N:9]1[C:15](=[O:16])[N:14]2[CH2:17][C@@H:10]1[CH2:11][CH2:12][C@@H:13]2[C:18]([NH:20][CH:21]1[CH2:26][CH2:25][N:24]([C:27]([O:29]CC2C=CC=CC=2)=[O:28])[CH2:23][CH2:22]1)=[O:19])C1C=CC=CC=1.[CH3:37][C:38](OC(OC(O[C:38]([CH3:40])([CH3:39])[CH3:37])=O)=O)([CH3:40])[CH3:39]. The catalyst is C1COCC1.[OH-].[OH-].[Pd+2]. The product is [OH:8][N:9]1[C:15](=[O:16])[N:14]2[CH2:17][C@H:10]1[CH2:11][CH2:12][C@H:13]2[C:18]([NH:20][CH:21]1[CH2:26][CH2:25][N:24]([C:27]([O:29][C:38]([CH3:40])([CH3:39])[CH3:37])=[O:28])[CH2:23][CH2:22]1)=[O:19]. The yield is 0.800. (2) The reactants are [F:1][C:2]1[CH:10]=[CH:9][C:8]([CH2:11][C:12]2[C:21]3[C:16](=[CH:17][CH:18]=[CH:19][CH:20]=3)[C:15](=[O:22])[NH:14][N:13]=2)=[CH:7][C:3]=1[C:4](O)=[O:5].F[P-](F)(F)(F)(F)F.N1(OC(N(C)C)=[N+](C)C)C2C=CC=CC=2N=N1.C(N(C(C)C)C(C)C)C.[CH:56]1([O:60][CH:61]2[CH2:66][CH2:65][NH:64][CH2:63][CH2:62]2)[CH2:59][CH2:58][CH2:57]1. The catalyst is CN(C)C=O. The product is [CH:56]1([O:60][CH:61]2[CH2:66][CH2:65][N:64]([C:4]([C:3]3[CH:7]=[C:8]([CH:9]=[CH:10][C:2]=3[F:1])[CH2:11][C:12]3[C:21]4[C:16](=[CH:17][CH:18]=[CH:19][CH:20]=4)[C:15](=[O:22])[NH:14][N:13]=3)=[O:5])[CH2:63][CH2:62]2)[CH2:59][CH2:58][CH2:57]1. The yield is 0.0582.